Task: Predict the reactants needed to synthesize the given product.. Dataset: Full USPTO retrosynthesis dataset with 1.9M reactions from patents (1976-2016) (1) Given the product [Cl:34][C:31]1[CH:32]=[CH:33][C:28]([S:25]([N:24]2[CH:19]3[CH2:18][C:17]4[NH:13][N:14]=[CH:15][C:16]=4[CH:23]2[CH2:22][CH:21]([C:35]#[N:36])[CH2:20]3)(=[O:27])=[O:26])=[CH:29][CH:30]=1, predict the reactants needed to synthesize it. The reactants are: [OH-].[Na+].ClC1C=CC(S([N:13]2[C:17]3[CH2:18][CH:19]4[N:24]([S:25]([C:28]5[CH:33]=[CH:32][C:31]([Cl:34])=[CH:30][CH:29]=5)(=[O:27])=[O:26])[CH:23]([C:16]=3[CH:15]=[N:14]2)[CH2:22][CH:21]([C:35]#[N:36])[CH2:20]4)(=O)=O)=CC=1.ClC1C=CC(S(N2C=C3C4N(S(C5C=CC(Cl)=CC=5)(=O)=O)C(CC3=N2)CC(C#N)C4)(=O)=O)=CC=1. (2) The reactants are: [NH2:1][CH2:2][CH2:3][CH2:4][CH2:5][CH2:6][CH2:7][OH:8].[CH3:9][C:10]([O:13][C:14](O[C:14]([O:13][C:10]([CH3:12])([CH3:11])[CH3:9])=[O:15])=[O:15])([CH3:12])[CH3:11]. Given the product [OH:8][CH2:7][CH2:6][CH2:5][CH2:4][CH2:3][CH2:2][NH:1][C:14](=[O:15])[O:13][C:10]([CH3:12])([CH3:11])[CH3:9], predict the reactants needed to synthesize it. (3) Given the product [Br:1][C:2]1[CH:3]=[C:4]([N:8]2[CH2:13][CH2:12][N:11]([C:25]([O:24][C:21]([CH3:23])([CH3:22])[CH3:20])=[O:26])[CH2:10][CH2:9]2)[CH:5]=[CH:6][CH:7]=1, predict the reactants needed to synthesize it. The reactants are: [Br:1][C:2]1[CH:3]=[C:4]([N:8]2[CH2:13][CH2:12][NH:11][CH2:10][CH2:9]2)[CH:5]=[CH:6][CH:7]=1.C([O-])([O-])=O.[Na+].[Na+].[CH3:20][C:21]([O:24][C:25](O[C:25]([O:24][C:21]([CH3:23])([CH3:22])[CH3:20])=[O:26])=[O:26])([CH3:23])[CH3:22].O. (4) Given the product [CH3:1][O:2][C:3]1[CH:11]=[C:10]2[C:6]([C:7]3([CH2:17][CH2:16][CH2:15][N:14]4[CH:18]=[N:19][CH:20]=[C:13]34)[C:8](=[O:12])[NH:9]2)=[CH:5][CH:4]=1, predict the reactants needed to synthesize it. The reactants are: [CH3:1][O:2][C:3]1[CH:11]=[C:10]2[C:6]([C:7]3([CH2:17][CH2:16][CH2:15][N:14]4[CH:18]=[N:19][CH2:20][CH:13]34)[C:8](=[O:12])[NH:9]2)=[CH:5][CH:4]=1. (5) Given the product [CH2:1]([O:3][C:4]([C:5]1[CH:6]=[C:7]2[C:8](=[CH:9][CH:10]=1)[NH:11][C:12]([C:19]1[CH:20]=[CH:21][CH:22]=[CH:23][CH:24]=1)=[CH:13][C:14]2=[O:16])=[O:25])[CH3:2], predict the reactants needed to synthesize it. The reactants are: [CH2:1]([O:3][C:4](=[O:25])[C:5]1[CH:10]=[CH:9][C:8]([N:11]=[C:12]([C:19]2[CH:24]=[CH:23][CH:22]=[CH:21][CH:20]=2)[CH2:13][C:14]([O:16]CC)=O)=[CH:7][CH:6]=1)[CH3:2].